From a dataset of Reaction yield outcomes from USPTO patents with 853,638 reactions. Predict the reaction yield, written as a fraction of the theoretical maximum amount of product (1.0 means a 100% yield; for example, 0.34 means a 34% yield). The reactants are [CH2:1]([N:8]([CH2:25][C:26]1[CH:31]=[CH:30][CH:29]=[CH:28][CH:27]=1)[C@H:9]1[CH2:14][CH2:13][C@H:12]([NH:15][C:16](=[O:24])[C:17]([OH:23])([CH3:22])[C:18]([F:21])([F:20])[F:19])[CH2:11][CH2:10]1)[C:2]1[CH:7]=[CH:6][CH:5]=[CH:4][CH:3]=1. The catalyst is C1COCC1. The product is [CH2:25]([N:8]([CH2:1][C:2]1[CH:3]=[CH:4][CH:5]=[CH:6][CH:7]=1)[C@H:9]1[CH2:14][CH2:13][C@H:12]([NH:15][CH2:16][C:17]([CH3:22])([OH:23])[C:18]([F:21])([F:20])[F:19])[CH2:11][CH2:10]1)[C:26]1[CH:27]=[CH:28][CH:29]=[CH:30][CH:31]=1.[CH2:25]([N:8]([CH2:1][C:2]1[CH:7]=[CH:6][CH:5]=[CH:4][CH:3]=1)[C@H:9]1[CH2:14][CH2:13][C@H:12]([NH:15][C:16](=[O:24])[C:17]([OH:23])([CH3:22])[C:18]([F:21])([F:20])[F:19])[CH2:11][CH2:10]1)[C:26]1[CH:27]=[CH:28][CH:29]=[CH:30][CH:31]=1. The yield is 0.800.